From a dataset of Full USPTO retrosynthesis dataset with 1.9M reactions from patents (1976-2016). Predict the reactants needed to synthesize the given product. (1) Given the product [CH3:1][O:2][C:3](=[O:14])[C:4]1[CH:9]=[CH:8][CH:7]=[C:6]([NH2:10])[C:5]=1[NH2:13], predict the reactants needed to synthesize it. The reactants are: [CH3:1][O:2][C:3](=[O:14])[C:4]1[CH:9]=[CH:8][CH:7]=[C:6]([N+:10]([O-])=O)[C:5]=1[NH2:13].[H][H]. (2) Given the product [ClH:15].[F:1][C:2]([F:13])([F:14])[O:3][C:4]1[CH:5]=[CH:6][C:7]([CH2:10][CH2:11][NH2:12])=[CH:8][CH:9]=1, predict the reactants needed to synthesize it. The reactants are: [F:1][C:2]([F:14])([F:13])[O:3][C:4]1[CH:9]=[CH:8][C:7]([CH2:10][C:11]#[N:12])=[CH:6][CH:5]=1.[ClH:15].[H][H]. (3) The reactants are: CC([N:5]([C@@H:9]([CH3:13])[CH2:10][C:11]#[N:12])[C:6](=[O:8])[O-:7])(C)C.CS(O[CH2:19][CH2:20][CH3:21])(=O)=O.[C-]#N.[K+].[CH2:25]1OCCOCCOCCOCCOCCOC1. Given the product [C:11]([CH2:10][C@@H:9]([NH:5][C:6](=[O:8])[O:7][C:20]([CH3:21])([CH3:25])[CH3:19])[CH3:13])#[N:12], predict the reactants needed to synthesize it. (4) Given the product [F:32][C:2]([F:1])([F:31])[C:3]1[CH:4]=[C:5]([C@H:13]([O:15][C@@H:16]2[C@@H:21]([C:22]3[CH:23]=[CH:24][C:25]([F:28])=[CH:26][CH:27]=3)[C@H:20]([CH2:29][N:41]3[CH2:42][CH2:43][C:38]4([CH2:37][O:36][C:35]([CH3:45])([CH3:44])[CH:34]4[OH:33])[CH2:39][CH2:40]3)[CH2:19][CH2:18][O:17]2)[CH3:14])[CH:6]=[C:7]([C:9]([F:10])([F:11])[F:12])[CH:8]=1, predict the reactants needed to synthesize it. The reactants are: [F:1][C:2]([F:32])([F:31])[C:3]1[CH:4]=[C:5]([C@H:13]([O:15][C@@H:16]2[C@@H:21]([C:22]3[CH:27]=[CH:26][C:25]([F:28])=[CH:24][CH:23]=3)[C@H:20]([CH:29]=O)[CH2:19][CH2:18][O:17]2)[CH3:14])[CH:6]=[C:7]([C:9]([F:12])([F:11])[F:10])[CH:8]=1.[OH:33][CH:34]1[C:38]2([CH2:43][CH2:42][NH:41][CH2:40][CH2:39]2)[CH2:37][O:36][C:35]1([CH3:45])[CH3:44]. (5) Given the product [CH3:20][N:21]([CH3:23])/[CH:22]=[C:3](/[C:2]([C:9]1[S:10][C:11]2[CH2:17][CH2:16][CH2:15][CH2:14][C:12]=2[N:13]=1)=[O:1])\[C:4]([O:6][CH2:7][CH3:8])=[O:5], predict the reactants needed to synthesize it. The reactants are: [O:1]=[C:2]([C:9]1[S:10][C:11]2[CH2:17][CH2:16][CH2:15][CH2:14][C:12]=2[N:13]=1)[CH2:3][C:4]([O:6][CH2:7][CH3:8])=[O:5].CO[CH:20](OC)[N:21]([CH3:23])[CH3:22]. (6) Given the product [CH3:21][S:22]([O:25][C:26]1[C:27]([O:37][CH3:38])=[C:28]2[C:29](=[CH:30][CH:31]=1)[N:32]([C:33](=[O:35])[CH3:34])[N:13]=[CH:36]2)(=[O:24])=[O:23], predict the reactants needed to synthesize it. The reactants are: C(OC(=O)C)(=O)C.C([O-])(=O)C.[K+].[N:13](OCCC(C)C)=O.[CH3:21][S:22]([O:25][C:26]1[CH:31]=[CH:30][C:29]([NH:32][C:33](=[O:35])[CH3:34])=[C:28]([CH3:36])[C:27]=1[O:37][CH3:38])(=[O:24])=[O:23].